From a dataset of Reaction yield outcomes from USPTO patents with 853,638 reactions. Predict the reaction yield, written as a fraction of the theoretical maximum amount of product (1.0 means a 100% yield; for example, 0.34 means a 34% yield). (1) The reactants are [C:1](=[O:6])(OC)[O:2][CH3:3].[CH3:7][N:8]1[CH2:12][CH2:11][CH2:10][CH:9]1[C:13]1[CH:18]([Si](C)(C)C)[CH:17]=[CH:16][N:15]([Si](C)(C)C)[CH:14]=1.CCCC[N+](CCCC)(CCCC)CCCC.[F-]. The catalyst is C1COCC1. The product is [CH3:3][O:2][C:1]([N:15]1[CH:16]=[CH:17][CH2:18][C:13]([CH:9]2[CH2:10][CH2:11][CH2:12][N:8]2[CH3:7])=[CH:14]1)=[O:6]. The yield is 0.910. (2) The reactants are [O:1]([CH2:8][CH2:9][C:10]([OH:12])=[O:11])[C:2]1[CH:7]=[CH:6][CH:5]=[CH:4][CH:3]=1.O=S(Cl)Cl.[CH3:17]O. No catalyst specified. The product is [O:1]([CH2:8][CH2:9][C:10]([O:12][CH3:17])=[O:11])[C:2]1[CH:7]=[CH:6][CH:5]=[CH:4][CH:3]=1. The yield is 0.950. (3) The yield is 0.160. The reactants are [CH3:1][O:2][C:3](=[O:32])[NH:4][CH:5]([C:9]([N:11]1[CH2:15][CH2:14][CH2:13][CH:12]1[C:16]1[NH:17][C:18]([C:21]2[CH:30]=[CH:29][C:28]3[C:23](=[CH:24][CH:25]=[C:26](Br)[CH:27]=3)[CH:22]=2)=[CH:19][N:20]=1)=[O:10])[CH:6]([CH3:8])[CH3:7].[CH3:33][O:34][C:35](=[O:72])[NH:36][CH:37]([C:41]([N:43]1[CH2:47][CH2:46][CH2:45][CH:44]1[C:48]1[NH:49][C:50]([C:53]2[CH:62]=[CH:61][C:60]3[C:55](=[CH:56][CH:57]=[C:58](B4OC(C)(C)C(C)(C)O4)[CH:59]=3)[CH:54]=2)=[CH:51][N:52]=1)=[O:42])[CH:38]([CH3:40])[CH3:39].C([O-])(O)=O.[Na+]. The catalyst is COCCOC.O. The product is [CH3:1][O:2][C:3](=[O:32])[NH:4][CH:5]([C:9]([N:11]1[CH2:15][CH2:14][CH2:13][CH:12]1[C:16]1[NH:17][C:18]([C:21]2[CH:22]=[C:23]3[C:28](=[CH:29][CH:30]=2)[CH:27]=[C:26]([C:58]2[CH:57]=[CH:56][C:55]4[C:60](=[CH:61][CH:62]=[C:53]([C:50]5[NH:49][C:48]([CH:44]6[CH2:45][CH2:46][CH2:47][N:43]6[C:41](=[O:42])[CH:37]([NH:36][C:35]([O:34][CH3:33])=[O:72])[CH:38]([CH3:40])[CH3:39])=[N:52][CH:51]=5)[CH:54]=4)[CH:59]=2)[CH:25]=[CH:24]3)=[CH:19][N:20]=1)=[O:10])[CH:6]([CH3:8])[CH3:7]. (4) The reactants are FC(F)(F)S(O[C:7]1[CH:12]=[C:11]([CH3:13])[C:10]([CH2:14][C:15]2[CH:20]=[CH:19][C:18]([O:21][CH2:22][O:23][CH3:24])=[C:17]([CH:25]([CH3:27])[CH3:26])[CH:16]=2)=[C:9]([CH3:28])[CH:8]=1)(=O)=O.[CH3:31][OH:32].C1(P(C(P(C2C=CC=CC=2)C2C=CC=CC=2)(C)C)C2C=CC=CC=2)C=CC=CC=1.CCN(CC)CC.Cl.CN([CH:73]=[O:74])C. The product is [CH3:13][C:11]1[CH:12]=[C:7]([CH:8]=[C:9]([CH3:28])[C:10]=1[CH2:14][C:15]1[CH:20]=[CH:19][C:18]([O:21][CH2:22][O:23][CH3:24])=[C:17]([CH:25]([CH3:27])[CH3:26])[CH:16]=1)[C:31]([O:74][CH3:73])=[O:32]. The yield is 0.923. The catalyst is CC([O-])=O.CC([O-])=O.[Pd+2]. (5) The reactants are C1C=CC(P(C2C=CC=CC=2)C2C=CC=CC=2)=CC=1.N1C=CN=C1.BrBr.[CH3:27][C:28]1[CH:29]=[C:30]([CH:38]=[C:39]([CH3:41])[CH:40]=1)[O:31][CH2:32][C:33]([O:35]CC)=[O:34]. The catalyst is C(Cl)Cl. The product is [CH3:27][C:28]1[CH:29]=[C:30]([CH:38]=[C:39]([CH3:41])[CH:40]=1)[O:31][CH2:32][C:33]([OH:35])=[O:34]. The yield is 0.400. (6) The reactants are [C:1]([O:5][C:6](=[O:21])[CH2:7][C@@H:8]([CH2:17][N:18]=[N+:19]=[N-:20])[CH2:9][C@H:10]([CH3:16])[CH2:11][CH2:12][CH2:13][CH2:14][CH3:15])([CH3:4])([CH3:3])[CH3:2].C(OC(=O)C[C@@H](COS(C1C=CC(C)=CC=1)(=O)=O)C[C@@H](C)CCCCC)(C)(C)C. No catalyst specified. The product is [C:1]([O:5][C:6](=[O:21])[CH2:7][C@@H:8]([CH2:17][N:18]=[N+:19]=[N-:20])[CH2:9][C@@H:10]([CH3:16])[CH2:11][CH2:12][CH2:13][CH2:14][CH3:15])([CH3:3])([CH3:4])[CH3:2]. The yield is 0.960. (7) The reactants are [Cl:1][C:2]1[CH:7]=[CH:6][NH:5][C:4](=[O:8])[C:3]=1[N+:9]([O-:11])=[O:10].[H-].[Na+].I[CH3:15]. The catalyst is CN(C)C=O. The product is [Cl:1][C:2]1[CH:7]=[CH:6][N:5]([CH3:15])[C:4](=[O:8])[C:3]=1[N+:9]([O-:11])=[O:10]. The yield is 0.940. (8) The reactants are [Cl:1][C:2]1[C:3]([CH3:12])=[CH:4][C:5]([N+:9]([O-:11])=[O:10])=[C:6]([NH2:8])[CH:7]=1.O=[CH:14][C@@H:15]([C@@H:17]([C@@H:19]([CH2:21][OH:22])[OH:20])[OH:18])[OH:16]. The product is [Cl:1][C:2]1[C:3]([CH3:12])=[CH:4][C:5]([N+:9]([O-:11])=[O:10])=[C:6]([NH:8][CH:14]2[CH:15]([OH:16])[CH:17]([OH:18])[CH:19]([OH:20])[CH2:21][O:22]2)[CH:7]=1. The yield is 0.400. The catalyst is CCO.[Cl-].[NH4+].